Dataset: Forward reaction prediction with 1.9M reactions from USPTO patents (1976-2016). Task: Predict the product of the given reaction. Given the reactants [H-].[Na+].[O:3]1[CH2:8][CH2:7][CH2:6][CH2:5][CH:4]1[O:9][CH2:10][C@H:11]1[NH:15][C:14](=[O:16])[CH2:13][CH2:12]1.[CH3:17]I, predict the reaction product. The product is: [CH3:17][N:15]1[C@H:11]([CH2:10][O:9][CH:4]2[CH2:5][CH2:6][CH2:7][CH2:8][O:3]2)[CH2:12][CH2:13][C:14]1=[O:16].